Task: Predict the reaction yield, written as a fraction of the theoretical maximum amount of product (1.0 means a 100% yield; for example, 0.34 means a 34% yield).. Dataset: Reaction yield outcomes from USPTO patents with 853,638 reactions The reactants are [CH2:1]([O:8][C:9]([NH:11][C@@H:12]([CH3:26])[CH2:13][N:14]([C:19]([O:21][C:22]([CH3:25])([CH3:24])[CH3:23])=[O:20])[CH2:15][CH2:16][CH2:17][OH:18])=[O:10])[C:2]1[CH:7]=[CH:6][CH:5]=[CH:4][CH:3]=1.C(N(CC)CC)C.[CH3:34][S:35](Cl)(=[O:37])=[O:36]. The catalyst is C(Cl)Cl. The product is [CH3:34][S:35]([O:18][CH2:17][CH2:16][CH2:15][N:14]([C:19]([O:21][C:22]([CH3:25])([CH3:24])[CH3:23])=[O:20])[CH2:13][C@@H:12]([NH:11][C:9]([O:8][CH2:1][C:2]1[CH:3]=[CH:4][CH:5]=[CH:6][CH:7]=1)=[O:10])[CH3:26])(=[O:37])=[O:36]. The yield is 0.920.